This data is from Full USPTO retrosynthesis dataset with 1.9M reactions from patents (1976-2016). The task is: Predict the reactants needed to synthesize the given product. The reactants are: [C:1]1(=[O:11])[O:6][C:4](=[O:5])[C:3]2=[CH:7][CH:8]=[CH:9][CH:10]=[C:2]12.C([OH:16])CCC. Given the product [C:1]([OH:6])(=[O:11])[C:2]1[C:3](=[CH:7][CH:8]=[CH:9][CH:10]=1)[C:4]([OH:16])=[O:5], predict the reactants needed to synthesize it.